This data is from HIV replication inhibition screening data with 41,000+ compounds from the AIDS Antiviral Screen. The task is: Binary Classification. Given a drug SMILES string, predict its activity (active/inactive) in a high-throughput screening assay against a specified biological target. (1) The molecule is CC(=O)OCC1OC(n2ncc(=O)[nH]c2=O)C(OC(C)=O)C1OC(C)=O. The result is 0 (inactive). (2) The drug is COC(=O)OCC1C=CC(n2cnc3c(Cl)ncnc32)CC1. The result is 0 (inactive).